This data is from Reaction yield outcomes from USPTO patents with 853,638 reactions. The task is: Predict the reaction yield, written as a fraction of the theoretical maximum amount of product (1.0 means a 100% yield; for example, 0.34 means a 34% yield). (1) The reactants are [Cl:1][CH2:2][C:3](Cl)=[O:4].O[NH:7][C:8]([C:10]1[S:11][CH:12]=[CH:13][N:14]=1)=[NH:9].C([O-])([O-])=O.[K+].[K+]. The catalyst is O. The product is [Cl:1][CH2:2][C:3]1[O:4][N:9]=[C:8]([C:10]2[S:11][CH:12]=[CH:13][N:14]=2)[N:7]=1. The yield is 0.250. (2) The reactants are [Cl:1][C:2]1[C:3]([C:35]([F:38])([F:37])[F:36])=[CH:4][C:5]2[N:9]=[C:8]([CH2:10][CH3:11])[N:7]([C:12]3[CH:33]=[CH:32][C:15]([CH2:16][CH2:17][N:18]([S:22]([C:25]4[CH:30]=[CH:29][C:28]([CH3:31])=[CH:27][CH:26]=4)(=[O:24])=[O:23])[C:19](=[O:21])[O-:20])=[CH:14][CH:13]=3)[C:6]=2[CH:34]=1.[C:39]1([CH3:49])[CH:44]=[CH:43][C:42]([S:45]([OH:48])(=[O:47])=[O:46])=[CH:41][CH:40]=1. The catalyst is CC(C)=O. The product is [Cl:1][C:2]1[C:3]([C:35]([F:38])([F:37])[F:36])=[CH:4][C:5]2[N:9]=[C:8]([CH2:10][CH3:11])[N:7]([C:12]3[CH:33]=[CH:32][C:15]([CH2:16][CH2:17][N:18]([S:22]([C:25]4[CH:30]=[CH:29][C:28]([CH3:31])=[CH:27][CH:26]=4)(=[O:23])=[O:24])[C:19](=[O:20])[O-:21])=[CH:14][CH:13]=3)[C:6]=2[CH:34]=1.[CH3:49][C:39]1[CH:44]=[CH:43][C:42]([S:45]([OH:48])(=[O:47])=[O:46])=[CH:41][CH:40]=1. The yield is 0.810.